Dataset: Full USPTO retrosynthesis dataset with 1.9M reactions from patents (1976-2016). Task: Predict the reactants needed to synthesize the given product. (1) Given the product [C:1]([C:5]1[N:10]=[CH:9][C:8]([C:11]2[N:12]([C:32]([N:46]3[CH2:45][CH2:44][N:43]([S:40]([CH2:38][CH3:39])(=[O:41])=[O:42])[CH2:48][CH2:47]3)=[O:33])[C@@:13]([C:25]3[CH:26]=[CH:27][C:28]([Cl:31])=[CH:29][CH:30]=3)([CH3:24])[C@@:14]([C:17]3[CH:22]=[CH:21][C:20]([Cl:23])=[CH:19][CH:18]=3)([CH3:16])[N:15]=2)=[C:7]([O:35][CH2:36][CH3:37])[CH:6]=1)([CH3:2])([CH3:4])[CH3:3], predict the reactants needed to synthesize it. The reactants are: [C:1]([C:5]1[N:10]=[CH:9][C:8]([C:11]2[N:12]([C:32](Cl)=[O:33])[C@@:13]([C:25]3[CH:30]=[CH:29][C:28]([Cl:31])=[CH:27][CH:26]=3)([CH3:24])[C@@:14]([C:17]3[CH:22]=[CH:21][C:20]([Cl:23])=[CH:19][CH:18]=3)([CH3:16])[N:15]=2)=[C:7]([O:35][CH2:36][CH3:37])[CH:6]=1)([CH3:4])([CH3:3])[CH3:2].[CH2:38]([S:40]([N:43]1[CH2:48][CH2:47][NH:46][CH2:45][CH2:44]1)(=[O:42])=[O:41])[CH3:39]. (2) Given the product [F:1][C:2]1[CH:3]=[C:4]([C:5](=[O:6])[CH2:7][C:8]([O:9][CH2:10][CH3:14])=[O:16])[CH:17]=[CH:18][CH:19]=1, predict the reactants needed to synthesize it. The reactants are: [F:1][C:2]1[CH:3]=[C:4]([CH:17]=[CH:18][CH:19]=1)[C:5]([CH:7]1C(=O)O[C:10](C)([CH3:14])[O:9][C:8]1=[O:16])=[O:6]. (3) Given the product [F:43][C:37]1[CH:36]=[C:35]([C:16]2[CH:17]=[CH:18][C:19]([C:20]([NH:22][C:23]3([C:31]([O:33][CH3:34])=[O:32])[CH2:30][CH2:29][CH2:28][CH2:27][CH2:26][CH2:25][CH2:24]3)=[O:21])=[C:14]([NH:13][C:11]([NH:10][C:3]3[C:2]([CH3:1])=[CH:7][C:6]([CH3:8])=[CH:5][C:4]=3[CH3:9])=[O:12])[CH:15]=2)[CH:40]=[CH:39][C:38]=1[O:41][CH3:42], predict the reactants needed to synthesize it. The reactants are: [CH3:1][C:2]1[CH:7]=[C:6]([CH3:8])[CH:5]=[C:4]([CH3:9])[C:3]=1[N:10]=[C:11]=[O:12].[NH2:13][C:14]1[CH:15]=[C:16]([C:35]2[CH:40]=[CH:39][C:38]([O:41][CH3:42])=[C:37]([F:43])[CH:36]=2)[CH:17]=[CH:18][C:19]=1[C:20]([NH:22][C:23]1([C:31]([O:33][CH3:34])=[O:32])[CH2:30][CH2:29][CH2:28][CH2:27][CH2:26][CH2:25][CH2:24]1)=[O:21].CCCCCC.C(OCC)(=O)C. (4) The reactants are: C([O:4][C@@H:5]([CH3:35])[C:6]([N:8]1[CH2:13][CH2:12][CH:11]([N:14]2[C:22]([S:23][C:24]3[C:32]([Br:33])=[CH:31][C:27]4[O:28][CH2:29][O:30][C:26]=4[CH:25]=3)=[N:21][C:20]3[C:15]2=[N:16][CH:17]=[N:18][C:19]=3[NH2:34])[CH2:10][CH2:9]1)=[O:7])(=O)C.C([O-])([O-])=O.[K+].[K+]. Given the product [NH2:34][C:19]1[N:18]=[CH:17][N:16]=[C:15]2[C:20]=1[N:21]=[C:22]([S:23][C:24]1[C:32]([Br:33])=[CH:31][C:27]3[O:28][CH2:29][O:30][C:26]=3[CH:25]=1)[N:14]2[CH:11]1[CH2:12][CH2:13][N:8]([C:6](=[O:7])[C@@H:5]([OH:4])[CH3:35])[CH2:9][CH2:10]1, predict the reactants needed to synthesize it. (5) Given the product [OH:24][CH:21]([CH:20]1[NH:2][CH:3]([C:6]([OH:8])=[O:7])[CH2:4][S:5]1)[CH:22]([OH:23])[CH:17]([O:16][CH:14]1[O:15][C@H:10]([CH2:9][OH:31])[C@@H:11]([OH:30])[C@H:12]([OH:29])[C@H:13]1[OH:28])[CH:18]([OH:19])[CH2:26][OH:27], predict the reactants needed to synthesize it. The reactants are: Cl.[NH2:2][C@H:3]([C:6]([OH:8])=[O:7])[CH2:4][SH:5].[CH2:9]([OH:31])[C@H:10]1[O:15][C@H:14]([O:16][C@H:17]2[C@H:22]([OH:23])[C@@H:21]([OH:24])[C@H:20](O)[O:19][C@@H:18]2[CH2:26][OH:27])[C@H:13]([OH:28])[C@@H:12]([OH:29])[C@@H:11]1[OH:30].N1C=CC=CC=1.C(O)C. (6) Given the product [F:21][C:22]1[CH:30]=[C:29]2[C:25]([C:26]([C:40]3[CH:41]=[N:42][N:43]([CH:45]4[CH2:46][CH2:47][N:48]([C:51](=[O:61])[CH2:52][NH:53][C:54](=[O:60])[O:55][C:56]([CH3:57])([CH3:59])[CH3:58])[CH2:49][CH2:50]4)[CH:44]=3)=[CH:27][NH:28]2)=[CH:24][CH:23]=1, predict the reactants needed to synthesize it. The reactants are: FC1C=C2C(C(I)=CN2S(C2C=CC=CC=2)(=O)=O)=CC=1.[F:21][C:22]1[CH:30]=[C:29]2[C:25]([C:26]([C:40]3[CH:41]=[N:42][N:43]([CH:45]4[CH2:50][CH2:49][N:48]([C:51](=[O:61])[CH2:52][NH:53][C:54](=[O:60])[O:55][C:56]([CH3:59])([CH3:58])[CH3:57])[CH2:47][CH2:46]4)[CH:44]=3)=[CH:27][N:28]2S(C2C=CC=CC=2)(=O)=O)=[CH:24][CH:23]=1. (7) Given the product [C:6]([C:8]1[CH:9]=[CH:10][C:11]([C:12]([NH:14][C:15]2[CH:16]=[CH:17][C:18]([CH3:31])=[C:19]([NH:21][C:22](=[O:30])[C:23]3[CH:28]=[CH:27][C:26]([O:29][CH2:4][CH2:3][O:2][CH3:1])=[CH:25][CH:24]=3)[CH:20]=2)=[O:13])=[CH:32][CH:33]=1)#[N:7], predict the reactants needed to synthesize it. The reactants are: [CH3:1][O:2][CH2:3][CH2:4]Br.[C:6]([C:8]1[CH:33]=[CH:32][C:11]([C:12]([NH:14][C:15]2[CH:16]=[CH:17][C:18]([CH3:31])=[C:19]([NH:21][C:22](=[O:30])[C:23]3[CH:28]=[CH:27][C:26]([OH:29])=[CH:25][CH:24]=3)[CH:20]=2)=[O:13])=[CH:10][CH:9]=1)#[N:7].C(=O)([O-])[O-].[K+].[K+].O.